From a dataset of Catalyst prediction with 721,799 reactions and 888 catalyst types from USPTO. Predict which catalyst facilitates the given reaction. Product: [C:9]([O:14][Si:5]([CH3:8])([CH3:7])[CH3:6])(=[O:13])[C:10]([CH3:12])=[CH2:11]. The catalyst class is: 81. Reactant: C(O[Si:5]([CH3:8])([CH3:7])[CH3:6])(=O)C.[C:9]([OH:14])(=[O:13])[C:10]([CH3:12])=[CH2:11].